Task: Predict the reactants needed to synthesize the given product.. Dataset: Full USPTO retrosynthesis dataset with 1.9M reactions from patents (1976-2016) (1) The reactants are: [C:1]([N:9]1[CH2:14][CH2:13][CH:12]([CH:15]=O)[CH2:11][CH2:10]1)(=[O:8])[C:2]1[CH:7]=[CH:6][CH:5]=[CH:4][CH:3]=1.[C:17]([O-])([O-])=O.[K+].[K+].[N+](=C(P(=O)(OC)OC)C(=O)C)=[N-]. Given the product [C:1]([N:9]1[CH2:14][CH2:13][CH:12]([C:15]#[CH:17])[CH2:11][CH2:10]1)(=[O:8])[C:2]1[CH:7]=[CH:6][CH:5]=[CH:4][CH:3]=1, predict the reactants needed to synthesize it. (2) Given the product [OH:17][C:15]1[CH:14]=[C:9]([CH:8]=[C:7]([O:6][C@@H:4]([CH3:5])[CH2:3][O:2][CH3:1])[CH:16]=1)[C:10]([O:12][CH3:13])=[O:11], predict the reactants needed to synthesize it. The reactants are: [CH3:1][O:2][CH2:3][C@@H:4]([O:6][C:7]1[CH:8]=[C:9]([CH:14]=[C:15]([O:17]CC2C=CC=CC=2C)[CH:16]=1)[C:10]([O:12][CH3:13])=[O:11])[CH3:5]. (3) Given the product [CH2:1]([O:3][C:4](=[O:19])/[C:5](/[CH3:18])=[CH:6]/[C@@H:7]1[CH2:15][CH2:14][C@@H:13]([CH3:16])[C@@H:12]2[C@@H:8]1[C@@H:9]([OH:17])[CH2:10][CH2:11]2)[CH3:2], predict the reactants needed to synthesize it. The reactants are: [CH2:1]([O:3][C:4](=[O:19])/[C:5](/[CH3:18])=[CH:6]/[C@@H:7]1[CH2:15][CH2:14][C:13]([CH3:16])=[C:12]2[C@@H:8]1[C@@H:9]([OH:17])[CH2:10][CH2:11]2)[CH3:2].[H][H]. (4) Given the product [C:37]([C:4]1[CH:3]=[C:2]([CH:39]2[CH2:41][CH2:40]2)[C:10]2[O:9][C:8]([C:11]3[CH:36]=[CH:35][C:14]([C:15]([NH:17][CH2:18][CH:19]4[CH2:24][CH2:23][N:22]([C:25]5[N:30]=[C:29]([C:31]([F:34])([F:32])[F:33])[CH:28]=[CH:27][N:26]=5)[CH2:21][CH2:20]4)=[O:16])=[CH:13][CH:12]=3)=[N:7][C:6]=2[CH:5]=1)#[N:38], predict the reactants needed to synthesize it. The reactants are: Br[C:2]1[C:10]2[O:9][C:8]([C:11]3[CH:36]=[CH:35][C:14]([C:15]([NH:17][CH2:18][CH:19]4[CH2:24][CH2:23][N:22]([C:25]5[N:30]=[C:29]([C:31]([F:34])([F:33])[F:32])[CH:28]=[CH:27][N:26]=5)[CH2:21][CH2:20]4)=[O:16])=[CH:13][CH:12]=3)=[N:7][C:6]=2[CH:5]=[C:4]([C:37]#[N:38])[CH:3]=1.[CH:39]1(B(O)O)[CH2:41][CH2:40]1.C(=O)([O-])[O-].[K+].[K+].O. (5) The reactants are: [CH3:1][NH:2][C:3]([C:5]1[C:9]2[CH:10]=[CH:11][C:12]([O:14][C:15]3[CH:20]=[CH:19][N:18]=[C:17]4[CH:21]=[C:22]([C:24]([N:26]5[CH2:30][CH2:29][CH2:28][CH:27]5[CH2:31][O:32]C)=[O:25])[S:23][C:16]=34)=[CH:13][C:8]=2[O:7][C:6]=1[CH3:34])=[O:4].B(Br)(Br)Br. Given the product [CH3:1][NH:2][C:3]([C:5]1[C:9]2[CH:10]=[CH:11][C:12]([O:14][C:15]3[CH:20]=[CH:19][N:18]=[C:17]4[CH:21]=[C:22]([C:24]([N:26]5[CH2:30][CH2:29][CH2:28][C@H:27]5[CH2:31][OH:32])=[O:25])[S:23][C:16]=34)=[CH:13][C:8]=2[O:7][C:6]=1[CH3:34])=[O:4], predict the reactants needed to synthesize it. (6) Given the product [C:33]([CH:22]([NH:21][C:20](=[O:36])[CH:11]([CH2:12][CH2:13][C:14]1[CH:19]=[CH:18][CH:17]=[CH:16][N:15]=1)[CH2:10][C:9](=[O:37])[CH:8]([NH2:7])[CH2:38][C:39]1[CH:40]=[CH:41][CH:42]=[CH:43][CH:44]=1)[CH2:23][C:24]1[C:32]2[C:27](=[CH:28][CH:29]=[CH:30][CH:31]=2)[NH:26][CH:25]=1)(=[O:35])[NH2:34], predict the reactants needed to synthesize it. The reactants are: C(OC(=O)[NH:7][CH:8]([CH2:38][C:39]1[CH:44]=[CH:43][CH:42]=[CH:41][CH:40]=1)[C:9](=[O:37])[CH2:10][CH:11]([C:20](=[O:36])[NH:21][CH:22]([C:33](=[O:35])[NH2:34])[CH2:23][C:24]1[C:32]2[C:27](=[CH:28][CH:29]=[CH:30][CH:31]=2)[NH:26][CH:25]=1)[CH2:12][CH2:13][C:14]1[CH:19]=[CH:18][CH:17]=[CH:16][N:15]=1)(C)(C)C.C1(OC)C=CC=CC=1.C(O)(C(F)(F)F)=O.C(Cl)Cl.